Task: Predict the product of the given reaction.. Dataset: Forward reaction prediction with 1.9M reactions from USPTO patents (1976-2016) (1) Given the reactants C([O:8][C:9](=[O:27])[CH:10]([O:18][NH:19][C:20]([O:22][C:23]([CH3:26])([CH3:25])[CH3:24])=[O:21])[CH2:11][C:12]1[CH:17]=[CH:16][CH:15]=[CH:14][CH:13]=1)C1C=CC=CC=1.[OH-].[Na+], predict the reaction product. The product is: [C:20]([NH:19][O:18][CH:10]([CH2:11][C:12]1[CH:17]=[CH:16][CH:15]=[CH:14][CH:13]=1)[C:9]([OH:27])=[O:8])([O:22][C:23]([CH3:25])([CH3:26])[CH3:24])=[O:21]. (2) Given the reactants [CH3:1][C@@H:2]1[O:7][C:6]2[N:8]=[CH:9][C:10]([C:12]([O:14]C)=[O:13])=[CH:11][C:5]=2[NH:4][C:3]1=[O:16].[OH-].[Na+].Cl, predict the reaction product. The product is: [CH3:1][C@@H:2]1[O:7][C:6]2[N:8]=[CH:9][C:10]([C:12]([OH:14])=[O:13])=[CH:11][C:5]=2[NH:4][C:3]1=[O:16]. (3) Given the reactants [OH:1][C:2]1[N:6]([C:7]2[CH:12]=[CH:11][CH:10]=[CH:9][C:8]=2[CH3:13])[N:5]=[C:4]([C:14]([O:16][CH2:17][CH3:18])=[O:15])[CH:3]=1.C(=O)([O-])[O-].[K+].[K+].CN(C)C=O.[CH2:30](Br)[CH:31]([CH3:33])[CH3:32], predict the reaction product. The product is: [CH2:30]([O:1][C:2]1[N:6]([C:7]2[CH:12]=[CH:11][CH:10]=[CH:9][C:8]=2[CH3:13])[N:5]=[C:4]([C:14]([O:16][CH2:17][CH3:18])=[O:15])[CH:3]=1)[CH:31]([CH3:33])[CH3:32].